From a dataset of Full USPTO retrosynthesis dataset with 1.9M reactions from patents (1976-2016). Predict the reactants needed to synthesize the given product. (1) Given the product [NH2:1][C:2]1[N:11]=[C:10]([C:12]([N:14]2[CH2:15][C:16]3[C:21](=[CH:20][CH:19]=[CH:18][CH:17]=3)[CH2:22]2)=[O:13])[C:9]2[C:4](=[CH:5][CH:6]=[C:7]([C:23]3[CH:30]=[CH:29][CH:28]=[CH:27][C:24]=3[CH2:25][N:35]3[CH2:36][CH2:37][C@H:33]([F:32])[CH2:34]3)[CH:8]=2)[N:3]=1, predict the reactants needed to synthesize it. The reactants are: [NH2:1][C:2]1[N:11]=[C:10]([C:12]([N:14]2[CH2:22][C:21]3[C:16](=[CH:17][CH:18]=[CH:19][CH:20]=3)[CH2:15]2)=[O:13])[C:9]2[C:4](=[CH:5][CH:6]=[C:7]([C:23]3[CH:30]=[CH:29][CH:28]=[CH:27][C:24]=3[CH:25]=O)[CH:8]=2)[N:3]=1.Cl.[F:32][C@H:33]1[CH2:37][CH2:36][NH:35][CH2:34]1.C(O[BH-](OC(=O)C)OC(=O)C)(=O)C.[Na+].O. (2) Given the product [CH2:1]([C@H:3]([NH:10][C:11]([C:13]1[C:22]2[C:17](=[CH:18][CH:19]=[CH:20][CH:21]=2)[N:16]=[C:15]([C:23]2[CH:24]=[CH:25][CH:26]=[CH:27][CH:28]=2)[C:14]=1[O:29][CH2:37][C:38]([O:40][CH2:41][CH3:42])=[O:39])=[O:12])[C:4]1[CH:5]=[CH:6][CH:7]=[CH:8][CH:9]=1)[CH3:2], predict the reactants needed to synthesize it. The reactants are: [CH2:1]([C@H:3]([NH:10][C:11]([C:13]1[C:22]2[C:17](=[CH:18][CH:19]=[CH:20][CH:21]=2)[N:16]=[C:15]([C:23]2[CH:28]=[CH:27][CH:26]=[CH:25][CH:24]=2)[C:14]=1[OH:29])=[O:12])[C:4]1[CH:9]=[CH:8][CH:7]=[CH:6][CH:5]=1)[CH3:2].C([O-])([O-])=O.[K+].[K+].Br[CH2:37][C:38]([O:40][CH2:41][CH3:42])=[O:39]. (3) Given the product [NH2:19][C:3]1[N:11]([CH2:12][CH2:13][CH2:14][CH2:15][CH3:16])[C:10]2[N:9]=[CH:8][NH:7][C:6]=2[C:5](=[O:17])[N:4]=1, predict the reactants needed to synthesize it. The reactants are: CS[C:3]1[N:11]([CH2:12][CH2:13][CH2:14][CH2:15][CH3:16])[C:10]2[N:9]=[CH:8][NH:7][C:6]=2[C:5](=[O:17])[N:4]=1.[OH-].[NH3:19]. (4) Given the product [Br:1][C:2]1[CH:9]=[CH:8][CH:7]=[CH:6][C:3]=1[CH2:4][S:12][C:10](=[O:13])[CH3:11], predict the reactants needed to synthesize it. The reactants are: [Br:1][C:2]1[CH:9]=[CH:8][CH:7]=[CH:6][C:3]=1[CH2:4]Br.[C:10]([O-:13])(=[S:12])[CH3:11].[K+]. (5) Given the product [CH3:1][NH:2][CH2:16][C:7]1[CH:8]=[CH:9][C:10]2[C:15](=[CH:14][CH:13]=[CH:12][CH:11]=2)[C:6]=1[CH2:3][CH2:4][CH3:5], predict the reactants needed to synthesize it. The reactants are: [CH3:1][NH2:2].[CH2:3]([C:6]1[C:15]2[C:10](=[CH:11][CH:12]=[CH:13][CH:14]=2)[CH:9]=[CH:8][C:7]=1[CH:16]=O)[CH2:4][CH3:5].[BH4-].[Na+]. (6) Given the product [CH3:14][N:15]([O:16][CH3:17])[C:10](=[O:12])[CH2:9][NH:8][C:6]([O:5][C:1]([CH3:2])([CH3:3])[CH3:4])=[O:7], predict the reactants needed to synthesize it. The reactants are: [C:1]([O:5][C:6]([NH:8][CH2:9][C:10]([OH:12])=O)=[O:7])([CH3:4])([CH3:3])[CH3:2].Cl.[CH3:14][NH:15][O:16][CH3:17].C(N1CCOCC1)C.Cl.C(N=C=NCCCN(C)C)C. (7) Given the product [CH2:1]([N:5]([CH2:49][CH2:50][C:51]([NH:54][CH:55]([CH2:58][OH:59])[CH2:56][OH:57])=[O:52])[C:6]([C:8]1[C:12]([Cl:13])=[C:11]([CH3:14])[N:10]([C:15]2[CH:20]=[CH:19][C:18]([C:21](=[O:36])[NH:22][S:23]([C:26]3[CH:35]=[CH:34][C:33]4[C:28](=[CH:29][CH:30]=[CH:31][CH:32]=4)[CH:27]=3)(=[O:25])=[O:24])=[CH:17][C:16]=2[C:37]([N:39]2[CH2:48][CH2:47][C:46]3[C:41](=[CH:42][CH:43]=[CH:44][CH:45]=3)[CH2:40]2)=[O:38])[N:9]=1)=[O:7])[CH2:2][CH2:3][CH3:4], predict the reactants needed to synthesize it. The reactants are: [CH2:1]([N:5]([CH2:49][CH2:50][C:51](O)=[O:52])[C:6]([C:8]1[C:12]([Cl:13])=[C:11]([CH3:14])[N:10]([C:15]2[CH:20]=[CH:19][C:18]([C:21](=[O:36])[NH:22][S:23]([C:26]3[CH:35]=[CH:34][C:33]4[C:28](=[CH:29][CH:30]=[CH:31][CH:32]=4)[CH:27]=3)(=[O:25])=[O:24])=[CH:17][C:16]=2[C:37]([N:39]2[CH2:48][CH2:47][C:46]3[C:41](=[CH:42][CH:43]=[CH:44][CH:45]=3)[CH2:40]2)=[O:38])[N:9]=1)=[O:7])[CH2:2][CH2:3][CH3:4].[NH2:54][CH:55]([CH2:58][OH:59])[CH2:56][OH:57]. (8) The reactants are: [Cl:1][C:2]1[CH:7]=[C:6]([O:8][CH3:9])[CH:5]=[CH:4][C:3]=1[C:10]1[O:11][C:12]([C:15]23[CH2:22][CH2:21][C:18]([CH2:23][CH2:24][CH2:25][C:26]4([CH3:31])OCC[O:27]4)([CH2:19][CH2:20]2)[CH2:17][CH2:16]3)=[N:13][N:14]=1.C1(C)C=CC(S(O)(=O)=O)=CC=1. Given the product [Cl:1][C:2]1[CH:7]=[C:6]([O:8][CH3:9])[CH:5]=[CH:4][C:3]=1[C:10]1[O:11][C:12]([C:15]23[CH2:22][CH2:21][C:18]([CH2:23][CH2:24][CH2:25][C:26](=[O:27])[CH3:31])([CH2:19][CH2:20]2)[CH2:17][CH2:16]3)=[N:13][N:14]=1, predict the reactants needed to synthesize it.